This data is from Reaction yield outcomes from USPTO patents with 853,638 reactions. The task is: Predict the reaction yield, written as a fraction of the theoretical maximum amount of product (1.0 means a 100% yield; for example, 0.34 means a 34% yield). (1) The reactants are [N+:1]([O-:4])(O)=[O:2].[F:5][C:6]1[CH:13]=[CH:12][C:9]([CH:10]=[O:11])=[CH:8][CH:7]=1. The catalyst is S(=O)(=O)(O)O. The product is [F:5][C:6]1[CH:13]=[CH:12][C:9]([CH:10]=[O:11])=[CH:8][C:7]=1[N+:1]([O-:4])=[O:2]. The yield is 0.770. (2) The catalyst is [OH-].[K+]. The yield is 0.820. The product is [NH2:5][C@H:6]1[C@@H:15]([CH2:16][C:17]2[CH:18]=[CH:19][CH:20]=[CH:21][CH:22]=2)[C:14]2[C:9](=[CH:10][CH:11]=[C:12]([N:23]3[CH2:26][CH:25]([NH:27][S:28]([CH2:31][CH2:32][CH3:33])(=[O:30])=[O:29])[CH2:24]3)[CH:13]=2)[O:8][CH2:7]1. The reactants are C(OC(=O)[NH:5][C@H:6]1[C@@H:15]([CH2:16][C:17]2[CH:22]=[CH:21][CH:20]=[CH:19][CH:18]=2)[C:14]2[C:9](=[CH:10][CH:11]=[C:12]([N:23]3[CH2:26][CH:25]([NH:27][S:28]([CH2:31][CH2:32][CH3:33])(=[O:30])=[O:29])[CH2:24]3)[CH:13]=2)[O:8][CH2:7]1)C. (3) The reactants are [C:1]([O:9][CH2:10][C@H:11]1[O:15][C@@H:14](C(O)=O)[CH2:13][O:12]1)(=[O:8])[C:2]1[CH:7]=[CH:6][CH:5]=[CH:4][CH:3]=1.N1C=CC=CC=1.[C:25]([O-:28])(=[O:27])[CH3:26].[C:25]([O-:28])(=[O:27])[CH3:26].[C:25]([O-:28])(=[O:27])[CH3:26].[C:25]([O-:28])(=[O:27])[CH3:26].[Pb+4]. The catalyst is C(#N)C. The product is [C:1]([O:9][CH2:10][C@H:11]1[O:15][CH:14]([O:28][C:25](=[O:27])[CH3:26])[CH2:13][O:12]1)(=[O:8])[C:2]1[CH:3]=[CH:4][CH:5]=[CH:6][CH:7]=1. The yield is 0.680. (4) The reactants are Cl[C:2]1[C:14]2[C:13]3[C:8](=[CH:9][CH:10]=[CH:11][CH:12]=3)[NH:7][C:6]=2[N:5]=[C:4]([NH:15][C:16](=[O:21])[C:17]([CH3:20])([CH3:19])[CH3:18])[N:3]=1.[CH3:22][O:23][C:24]1[CH:31]=[CH:30][C:27]([NH:28][CH3:29])=[CH:26][CH:25]=1. No catalyst specified. The product is [CH3:22][O:23][C:24]1[CH:31]=[CH:30][C:27]([N:28]([CH3:29])[C:2]2[C:14]3[C:13]4[C:8](=[CH:9][CH:10]=[CH:11][CH:12]=4)[NH:7][C:6]=3[N:5]=[C:4]([NH:15][C:16](=[O:21])[C:17]([CH3:20])([CH3:19])[CH3:18])[N:3]=2)=[CH:26][CH:25]=1. The yield is 0.370. (5) The reactants are [N:1]1([C:5]([C:7]2[CH:8]=[C:9]([Cl:37])[C:10]([O:13][C:14]3[CH:19]=[C:18]([C:20]4[NH:21][C:22]([C:25]5[O:26][C:27]([CH3:30])=[N:28][N:29]=5)=[CH:23][CH:24]=4)[CH:17]=[C:16]([O:31][C@@H:32]([CH3:36])[CH2:33][O:34]C)[CH:15]=3)=[N:11][CH:12]=2)=[O:6])[CH2:4][CH2:3][CH2:2]1.B(Br)(Br)Br.[Cl-].[NH4+]. The catalyst is ClCCl. The product is [N:1]1([C:5]([C:7]2[CH:8]=[C:9]([Cl:37])[C:10]([O:13][C:14]3[CH:15]=[C:16]([CH:17]=[C:18]([C:20]4[NH:21][C:22]([C:25]5[O:26][C:27]([CH3:30])=[N:28][N:29]=5)=[CH:23][CH:24]=4)[CH:19]=3)[O:31][C@@H:32]([CH3:36])[CH2:33][OH:34])=[N:11][CH:12]=2)=[O:6])[CH2:4][CH2:3][CH2:2]1. The yield is 0.570. (6) The yield is 0.960. The product is [CH3:17][O:16][C:14]1[CH:15]=[C:10]([N:5]2[CH2:6][CH2:7][P:2](=[O:8])([CH3:1])[CH2:3][CH2:4]2)[CH:11]=[CH:12][C:13]=1[N+:18]([O-:20])=[O:19]. The catalyst is CN(C=O)C. The reactants are [CH3:1][P:2]1(=[O:8])[CH2:7][CH2:6][NH:5][CH2:4][CH2:3]1.F[C:10]1[CH:11]=[CH:12][C:13]([N+:18]([O-:20])=[O:19])=[C:14]([O:16][CH3:17])[CH:15]=1.C([O-])([O-])=O.[K+].[K+].